This data is from Forward reaction prediction with 1.9M reactions from USPTO patents (1976-2016). The task is: Predict the product of the given reaction. Given the reactants Cl.[NH2:2][C:3]1([C:6]2[NH:7][C:8]([C:14]3[CH:23]=[CH:22][CH:21]=[C:20]4[C:15]=3[N:16]=[C:17]([NH:25][C:26]([CH3:29])([CH3:28])[CH3:27])[C:18]([CH3:24])=[N:19]4)=[CH:9][C:10]=2[C:11]([OH:13])=O)[CH2:5][CH2:4]1.CCN(C(C)C)C(C)C.F[P-](F)(F)(F)(F)F.N1(O[P+](N2CCCC2)(N2CCCC2)N2CCCC2)C2C=CC=CC=2N=N1, predict the reaction product. The product is: [C:26]([NH:25][C:17]1[C:18]([CH3:24])=[N:19][C:20]2[C:15]([N:16]=1)=[C:14]([C:8]1[NH:7][C:6]3[C:3]4([CH2:4][CH2:5]4)[NH:2][C:11](=[O:13])[C:10]=3[CH:9]=1)[CH:23]=[CH:22][CH:21]=2)([CH3:27])([CH3:28])[CH3:29].